Dataset: Catalyst prediction with 721,799 reactions and 888 catalyst types from USPTO. Task: Predict which catalyst facilitates the given reaction. Reactant: [C:1]1([CH2:7][O:8][C:9]([N:11]2[CH2:16][CH:15]=[C:14]([C:17]3[CH:22]=[CH:21][C:20]([N:23]4[CH2:27][C@H:26]([CH2:28]OS(C)(=O)=O)[O:25][C:24]4=[O:34])=[CH:19][CH:18]=3)[CH2:13][CH2:12]2)=[O:10])[CH:6]=[CH:5][CH:4]=[CH:3][CH:2]=1.[OH-].[NH4+:36].[CH:37]([OH:40])(C)[CH3:38]. Product: [C:1]1([CH2:7][O:8][C:9]([N:11]2[CH2:16][CH:15]=[C:14]([C:17]3[CH:18]=[CH:19][C:20]([N:23]4[CH2:27][C@H:26]([CH2:28][NH:36][C:37](=[O:40])[CH3:38])[O:25][C:24]4=[O:34])=[CH:21][CH:22]=3)[CH2:13][CH2:12]2)=[O:10])[CH:2]=[CH:3][CH:4]=[CH:5][CH:6]=1. The catalyst class is: 595.